This data is from Peptide-MHC class I binding affinity with 185,985 pairs from IEDB/IMGT. The task is: Regression. Given a peptide amino acid sequence and an MHC pseudo amino acid sequence, predict their binding affinity value. This is MHC class I binding data. (1) The peptide sequence is ALIARCWYL. The MHC is HLA-A02:02 with pseudo-sequence HLA-A02:02. The binding affinity (normalized) is 1.00. (2) The MHC is H-2-Db with pseudo-sequence H-2-Db. The peptide sequence is KGPDIYKGVY. The binding affinity (normalized) is 0.280. (3) The peptide sequence is LSCAASGF. The MHC is HLA-A26:01 with pseudo-sequence HLA-A26:01. The binding affinity (normalized) is 0.0939. (4) The peptide sequence is KLWASFFQG. The MHC is HLA-A24:03 with pseudo-sequence HLA-A24:03. The binding affinity (normalized) is 0.0847. (5) The peptide sequence is NFWLNTLLF. The MHC is HLA-B08:01 with pseudo-sequence HLA-B08:01. The binding affinity (normalized) is 0.0847. (6) The peptide sequence is IINAHRIPK. The MHC is HLA-B08:01 with pseudo-sequence HLA-B08:01. The binding affinity (normalized) is 0.0847. (7) The peptide sequence is RKAKIIRDY. The MHC is HLA-B53:01 with pseudo-sequence HLA-B53:01. The binding affinity (normalized) is 0. (8) The peptide sequence is IRQAGVQYS. The MHC is HLA-B54:01 with pseudo-sequence HLA-B54:01. The binding affinity (normalized) is 0. (9) The peptide sequence is YLVAYQATL. The binding affinity (normalized) is 0. The MHC is Patr-B0101 with pseudo-sequence Patr-B0101. (10) The peptide sequence is KLMGHFSWWT. The MHC is HLA-A02:02 with pseudo-sequence HLA-A02:02. The binding affinity (normalized) is 0.615.